Dataset: Forward reaction prediction with 1.9M reactions from USPTO patents (1976-2016). Task: Predict the product of the given reaction. (1) Given the reactants [F:1][CH:2]([F:33])[C:3]1[N:7]([C:8]2[N:13]=[C:12]([N:14]3[CH2:19][CH2:18][O:17][CH2:16][CH2:15]3)[N:11]=[C:10]([N:20]3[CH2:25][CH2:24][N:23]([CH2:26][CH2:27][NH2:28])[CH2:22][CH2:21]3)[N:9]=2)[C:6]2[CH:29]=[CH:30][CH:31]=[CH:32][C:5]=2[N:4]=1.C(N(CC)C(C)C)(C)C.[C:43](O[C:43](=[O:46])[CH:44]=[CH2:45])(=[O:46])[CH:44]=[CH2:45], predict the reaction product. The product is: [F:33][CH:2]([F:1])[C:3]1[N:7]([C:8]2[N:13]=[C:12]([N:14]3[CH2:15][CH2:16][O:17][CH2:18][CH2:19]3)[N:11]=[C:10]([N:20]3[CH2:21][CH2:22][N:23]([CH2:26][CH2:27][NH:28][C:43](=[O:46])[CH:44]=[CH2:45])[CH2:24][CH2:25]3)[N:9]=2)[C:6]2[CH:29]=[CH:30][CH:31]=[CH:32][C:5]=2[N:4]=1. (2) Given the reactants [CH2:1](O)[CH3:2].[Cl:4][C:5]1[CH:6]=[C:7]2[C:12](=[CH:13][C:14]=1[OH:15])[O:11][CH2:10][CH2:9][CH:8]2[C:16]([OH:18])=[O:17].S(=O)(=O)(O)O, predict the reaction product. The product is: [Cl:4][C:5]1[CH:6]=[C:7]2[C:12](=[CH:13][C:14]=1[OH:15])[O:11][CH2:10][CH2:9][CH:8]2[C:16]([O:18][CH2:1][CH3:2])=[O:17]. (3) Given the reactants [O:1]1[CH2:6][CH2:5][CH:4]([CH:7]=O)[CH2:3][CH2:2]1.C(O)(=O)[CH2:10][C:11]([OH:13])=[O:12].N1CCCCC1, predict the reaction product. The product is: [O:1]1[CH2:2][CH2:3][CH:4](/[CH:7]=[CH:10]/[C:11]([OH:13])=[O:12])[CH2:5][CH2:6]1. (4) Given the reactants [Cl:1][C:2]1[CH:7]=[CH:6][C:5]([NH:8][C:9]2[S:10][CH:11]=[CH:12][N:13]=2)=[CH:4][C:3]=1[OH:14].C([O-])([O-])=O.[Cs+].[Cs+].[CH3:21][C:22]1[CH:29]=[CH:28][CH:27]=[CH:26][C:23]=1[CH2:24]Br, predict the reaction product. The product is: [CH3:21][C:22]1[CH:29]=[CH:28][CH:27]=[CH:26][C:23]=1[CH2:24][O:14][C:3]1[CH:4]=[C:5]([NH:8][C:9]2[S:10][CH:11]=[CH:12][N:13]=2)[CH:6]=[CH:7][C:2]=1[Cl:1]. (5) Given the reactants [CH3:1][O:2][CH2:3][CH2:4][O:5][C:6]1[CH:11]=[CH:10][C:9](/[CH:12]=[CH:13]/[C:14]([O:16][CH2:17][CH3:18])=[O:15])=[C:8](OS(C(F)(F)F)(=O)=O)[CH:7]=1.[Cl:27][C:28]1[CH:34]=[C:33]([C:35]([F:38])([F:37])[F:36])[CH:32]=[CH:31][C:29]=1[NH2:30].C1(P(C2C=CC=CC=2)C2C=CC3C(=CC=CC=3)C=2C2C3C(=CC=CC=3)C=CC=2P(C2C=CC=CC=2)C2C=CC=CC=2)C=CC=CC=1.C(=O)([O-])[O-].[Cs+].[Cs+], predict the reaction product. The product is: [Cl:27][C:28]1[CH:34]=[C:33]([C:35]([F:37])([F:38])[F:36])[CH:32]=[CH:31][C:29]=1[NH:30][C:8]1[CH:7]=[C:6]([O:5][CH2:4][CH2:3][O:2][CH3:1])[CH:11]=[CH:10][C:9]=1/[CH:12]=[CH:13]/[C:14]([O:16][CH2:17][CH3:18])=[O:15]. (6) Given the reactants C[O:2][C:3](=[O:28])[C@@H:4]([N:9]1[CH2:13][C:12]([O:14][C:15]2[C:20]([F:21])=[CH:19][CH:18]=[C:17]([O:22][CH:23]([CH3:25])[CH3:24])[C:16]=2[F:26])=[CH:11][C:10]1=[O:27])[CH2:5][CH:6]([CH3:8])[CH3:7].O.[OH-].[Li+], predict the reaction product. The product is: [F:26][C:16]1[C:17]([O:22][CH:23]([CH3:25])[CH3:24])=[CH:18][CH:19]=[C:20]([F:21])[C:15]=1[O:14][C:12]1[CH2:13][N:9]([C@@H:4]([CH2:5][CH:6]([CH3:8])[CH3:7])[C:3]([OH:28])=[O:2])[C:10](=[O:27])[CH:11]=1. (7) Given the reactants [C:9](O[C:9]([O:11][C:12]([CH3:15])([CH3:14])[CH3:13])=[O:10])([O:11][C:12]([CH3:15])([CH3:14])[CH3:13])=[O:10].[CH2:16]([N:23]1[CH2:28][CH2:27][CH:26]([NH:29][CH2:30][C:31]2[N:32]=[CH:33][NH:34][CH:35]=2)[CH2:25][CH2:24]1)[C:17]1[CH:22]=[CH:21][CH:20]=[CH:19][CH:18]=1.O.NN, predict the reaction product. The product is: [CH2:16]([N:23]1[CH2:28][CH2:27][CH:26]([N:29]([CH2:30][C:31]2[N:32]=[CH:33][NH:34][CH:35]=2)[C:9](=[O:10])[O:11][C:12]([CH3:13])([CH3:14])[CH3:15])[CH2:25][CH2:24]1)[C:17]1[CH:18]=[CH:19][CH:20]=[CH:21][CH:22]=1.